This data is from Peptide-MHC class II binding affinity with 134,281 pairs from IEDB. The task is: Regression. Given a peptide amino acid sequence and an MHC pseudo amino acid sequence, predict their binding affinity value. This is MHC class II binding data. The peptide sequence is KPEVKYTVFETALKK. The MHC is HLA-DPA10301-DPB10402 with pseudo-sequence HLA-DPA10301-DPB10402. The binding affinity (normalized) is 0.905.